From a dataset of Forward reaction prediction with 1.9M reactions from USPTO patents (1976-2016). Predict the product of the given reaction. (1) Given the reactants [C:1]([O:5][C:6]([N:8]1[CH2:14][CH2:13][CH2:12][NH:11][CH2:10][CH2:9]1)=[O:7])([CH3:4])([CH3:3])[CH3:2].[C:15]([NH:19][C:20](=[O:29])[C:21]1[CH:26]=[CH:25][CH:24]=[C:23]([CH2:27]Cl)[CH:22]=1)([CH3:18])([CH3:17])[CH3:16].C(N(C(C)C)C(C)C)C, predict the reaction product. The product is: [C:15]([NH:19][C:20]([C:21]1[CH:22]=[C:23]([CH:24]=[CH:25][CH:26]=1)[CH2:27][N:11]1[CH2:12][CH2:13][CH2:14][N:8]([C:6]([O:5][C:1]([CH3:4])([CH3:2])[CH3:3])=[O:7])[CH2:9][CH2:10]1)=[O:29])([CH3:18])([CH3:16])[CH3:17]. (2) Given the reactants [Cl:1][C:2]1[C:3]([O:21][CH2:22][CH:23](OC)OC)=[CH:4][CH:5]=[C:6]2[C:11]=1[N:10]=[C:9]([C:12]1[S:13][CH:14]=[C:15]([CH:17]([CH3:19])[CH3:18])[N:16]=1)[CH:8]=[C:7]2[OH:20].Cl.[OH2:29], predict the reaction product. The product is: [Cl:1][C:2]1[C:3]([O:21][CH2:22][CH2:23][N:10]2[CH2:11][CH2:2][O:29][CH2:8][CH2:9]2)=[CH:4][CH:5]=[C:6]2[C:11]=1[N:10]=[C:9]([C:12]1[S:13][CH:14]=[C:15]([CH:17]([CH3:18])[CH3:19])[N:16]=1)[CH:8]=[C:7]2[OH:20]. (3) The product is: [C:24]([OH:31])(=[O:30])/[CH:25]=[CH:26]/[C:27]([OH:29])=[O:28].[Cl:1][C:2]1[CH:21]=[CH:20][C:5]([O:6][C@@H:7]([C:14]2[CH:19]=[CH:18][CH:17]=[CH:16][CH:15]=2)[C@H:8]2[O:13][CH2:12][CH2:11][NH:10][CH2:9]2)=[C:4]([O:22][CH3:23])[CH:3]=1. Given the reactants [Cl:1][C:2]1[CH:21]=[CH:20][C:5]([O:6][CH:7]([C:14]2[CH:19]=[CH:18][CH:17]=[CH:16][CH:15]=2)[CH:8]2[O:13][CH2:12][CH2:11][NH:10][CH2:9]2)=[C:4]([O:22][CH3:23])[CH:3]=1.[C:24]([OH:31])(=[O:30])/[CH:25]=[CH:26]/[C:27]([OH:29])=[O:28], predict the reaction product. (4) Given the reactants C([O:8][C:9]1[CH:14]=[CH:13][C:12]([N:15]2[C:19]([C:20]3[CH:32]=[CH:31][C:23]([O:24][CH2:25][CH2:26][NH:27][C:28]([NH2:30])=[O:29])=[CH:22][CH:21]=3)=[CH:18][C:17]([C:33]([F:36])([F:35])[F:34])=[N:16]2)=[CH:11][CH:10]=1)C1C=CC=CC=1, predict the reaction product. The product is: [OH:8][C:9]1[CH:10]=[CH:11][C:12]([N:15]2[C:19]([C:20]3[CH:32]=[CH:31][C:23]([O:24][CH2:25][CH2:26][NH:27][C:28]([NH2:30])=[O:29])=[CH:22][CH:21]=3)=[CH:18][C:17]([C:33]([F:35])([F:36])[F:34])=[N:16]2)=[CH:13][CH:14]=1. (5) Given the reactants [CH3:1][N:2]([CH3:13])[C:3]1[CH:8]=[CH:7][C:6]([S:9](O)(=[O:11])=[O:10])=[CH:5][CH:4]=1.C(Cl)[Cl:15].CN(C=O)C.C(Cl)(=O)C(Cl)=O, predict the reaction product. The product is: [CH3:1][N:2]([CH3:13])[C:3]1[CH:8]=[CH:7][C:6]([S:9]([Cl:15])(=[O:11])=[O:10])=[CH:5][CH:4]=1. (6) Given the reactants [F:1][C:2]1[CH:21]=[CH:20][C:5]([C:6]([NH:8][C:9]2[C:18]([OH:19])=[CH:17][CH:16]=[CH:15][C:10]=2[C:11]([O:13][CH3:14])=[O:12])=O)=[CH:4][CH:3]=1.C1(C)C=CC(S(O)(=O)=O)=CC=1.C([O-])(O)=O.[Na+], predict the reaction product. The product is: [F:1][C:2]1[CH:21]=[CH:20][C:5]([C:6]2[O:19][C:18]3[C:9](=[C:10]([C:11]([O:13][CH3:14])=[O:12])[CH:15]=[CH:16][CH:17]=3)[N:8]=2)=[CH:4][CH:3]=1. (7) Given the reactants BrC1C=C[C:5](NCC(OC)=O)=[N:6]C=1.[F:14][C:15]1[CH:16]=[CH:17][CH:18]=[C:19]2[C:23]=1[NH:22][CH:21]=[C:20]2[CH:24]=O.CN1C2C(=CC=CC=2)C(C)=C1C=O, predict the reaction product. The product is: [F:14][C:15]1[CH:16]=[CH:17][CH:18]=[C:19]2[C:23]=1[NH:22][CH:21]=[C:20]2[CH2:24][NH:6][CH3:5].